Dataset: CYP2C19 inhibition data for predicting drug metabolism from PubChem BioAssay. Task: Regression/Classification. Given a drug SMILES string, predict its absorption, distribution, metabolism, or excretion properties. Task type varies by dataset: regression for continuous measurements (e.g., permeability, clearance, half-life) or binary classification for categorical outcomes (e.g., BBB penetration, CYP inhibition). Dataset: cyp2c19_veith. (1) The compound is COc1ccc(CNc2cc(-c3ccccc3C)ncn2)c(OC)c1. The result is 1 (inhibitor). (2) The result is 1 (inhibitor). The drug is COC(=O)[C@@]1(Cc2ccc(F)cc2)[C@H]2c3cc(C(=O)N4CCCC4)n(CCc4ccc(O)c(O)c4)c3C[C@H]2CN1C(=O)c1ccccc1. (3) The molecule is Cc1cc(NC(=O)C2C3C(=O)N(Cc4ccc(Cl)cc4)C(C(=O)NC(C)(C)C)C34C=CC2(C)O4)no1. The result is 0 (non-inhibitor).